Dataset: Catalyst prediction with 721,799 reactions and 888 catalyst types from USPTO. Task: Predict which catalyst facilitates the given reaction. (1) Reactant: Cl.[NH:2]1[C:7]2[N:8]=[CH:9][CH:10]=[CH:11][C:6]=2[C:5]2([CH2:16][CH2:15][NH:14][CH2:13][CH2:12]2)[O:4][C:3]1=[O:17].Cl[C:19]1[CH:26]=[C:25]([O:27][C:28]2[CH:37]=[C:36]([CH3:38])[C:31]3[NH:32][C:33](=[O:35])[O:34][C:30]=3[CH:29]=2)[C:22]([C:23]#[N:24])=[CH:21][N:20]=1.CCN(C(C)C)C(C)C. Product: [CH3:38][C:36]1[C:31]2[NH:32][C:33](=[O:35])[O:34][C:30]=2[CH:29]=[C:28]([O:27][C:25]2[C:22]([C:23]#[N:24])=[CH:21][N:20]=[C:19]([N:14]3[CH2:13][CH2:12][C:5]4([O:4][C:3](=[O:17])[NH:2][C:7]5[N:8]=[CH:9][CH:10]=[CH:11][C:6]4=5)[CH2:16][CH2:15]3)[CH:26]=2)[CH:37]=1. The catalyst class is: 37. (2) Reactant: [OH:1][CH2:2][CH2:3][C:4]1[CH:9]=[CH:8][C:7]([CH2:10][CH2:11][N:12]2[C:20](=[O:21])[C:19]3[C:14](=[CH:15][CH:16]=[CH:17][CH:18]=3)[C:13]2=[O:22])=[CH:6][CH:5]=1.C(N(CC)CC)C.[CH3:30][S:31](Cl)(=[O:33])=[O:32].C(=O)([O-])[O-].[K+].[K+]. Product: [O:21]=[C:20]1[C:19]2[C:14](=[CH:15][CH:16]=[CH:17][CH:18]=2)[C:13](=[O:22])[N:12]1[CH2:11][CH2:10][C:7]1[CH:6]=[CH:5][C:4]([CH2:3][CH2:2][O:1][S:31]([CH3:30])(=[O:33])=[O:32])=[CH:9][CH:8]=1. The catalyst class is: 311. (3) Reactant: [Br:1][C:2]1[C:3](F)=[C:4]2[C:10]([NH:11][C:12]([C:14]3[CH:19]=[CH:18][C:17](=[O:20])[N:16]([CH3:21])[CH:15]=3)=[O:13])=[CH:9][NH:8][C:5]2=[N:6][CH:7]=1.[NH:23]1[CH2:28][CH2:27][CH2:26][C@@H:25]([NH:29]C(=O)OC(C)(C)C)[CH2:24]1.C(O)(C(F)(F)F)=O.C(Cl)[Cl:45]. Product: [ClH:45].[NH2:29][C@@H:25]1[CH2:26][CH2:27][CH2:28][N:23]([C:3]2[C:2]([Br:1])=[CH:7][N:6]=[C:5]3[NH:8][CH:9]=[C:10]([NH:11][C:12]([C:14]4[CH:19]=[CH:18][C:17](=[O:20])[N:16]([CH3:21])[CH:15]=4)=[O:13])[C:4]=23)[CH2:24]1. The catalyst class is: 114. (4) Reactant: Cl.[NH2:2][C:3]1[C:12]2[N:13]=[C:14]([CH2:28][CH2:29][CH3:30])[N:15]([CH2:16][CH2:17][CH2:18][CH2:19][NH:20]C(=O)OC(C)(C)C)[C:11]=2[C:10]2[CH:9]=[CH:8][C:7]([Br:31])=[CH:6][C:5]=2[N:4]=1.[OH-].[Na+]. Product: [NH2:20][CH2:19][CH2:18][CH2:17][CH2:16][N:15]1[C:11]2[C:10]3[CH:9]=[CH:8][C:7]([Br:31])=[CH:6][C:5]=3[N:4]=[C:3]([NH2:2])[C:12]=2[N:13]=[C:14]1[CH2:28][CH2:29][CH3:30]. The catalyst class is: 8. (5) Reactant: CCN=C=NCCCN(C)C.[F:12][C:13]1[CH:18]=[CH:17][C:16]([N:19]2[C:24](=[O:25])[C:23]([C:26]([OH:28])=O)=[CH:22][CH:21]=[N:20]2)=[CH:15][CH:14]=1.CCN(C(C)C)C(C)C.[CH3:38][O:39][C:40]1[CH:79]=[CH:78][C:43]([CH2:44][N:45]2[C:49]3=[N:50][CH:51]=[CH:52][C:53]([O:54][C:55]4[CH:60]=[CH:59][C:58]([NH2:61])=[CH:57][C:56]=4[F:62])=[C:48]3[C:47]([NH:63][C@H:64]3[CH2:69][CH2:68][N:67]([C:70]([O:72][C:73]([CH3:76])([CH3:75])[CH3:74])=[O:71])[CH2:66][C@H:65]3[F:77])=[N:46]2)=[CH:42][CH:41]=1.C1C=CC2N(O)N=NC=2C=1. Product: [CH3:38][O:39][C:40]1[CH:41]=[CH:42][C:43]([CH2:44][N:45]2[C:49]3=[N:50][CH:51]=[CH:52][C:53]([O:54][C:55]4[CH:60]=[CH:59][C:58]([NH:61][C:26]([C:23]5[C:24](=[O:25])[N:19]([C:16]6[CH:15]=[CH:14][C:13]([F:12])=[CH:18][CH:17]=6)[N:20]=[CH:21][CH:22]=5)=[O:28])=[CH:57][C:56]=4[F:62])=[C:48]3[C:47]([NH:63][C@H:64]3[CH2:69][CH2:68][N:67]([C:70]([O:72][C:73]([CH3:76])([CH3:74])[CH3:75])=[O:71])[CH2:66][C@H:65]3[F:77])=[N:46]2)=[CH:78][CH:79]=1. The catalyst class is: 2. (6) Reactant: [CH3:1][O:2][C:3]1[CH:8]=[CH:7][C:6]([S:9](Cl)(=[O:11])=[O:10])=[CH:5][C:4]=1[N+:13]([O-:15])=[O:14].[CH3:16][NH2:17]. Product: [CH3:1][O:2][C:3]1[CH:8]=[CH:7][C:6]([S:9]([NH:17][CH3:16])(=[O:11])=[O:10])=[CH:5][C:4]=1[N+:13]([O-:15])=[O:14]. The catalyst class is: 1. (7) Reactant: C(OC([N:8]1[CH2:12][C@@H:11]([CH2:13][N:14]([CH:31]([CH3:33])[CH3:32])[C:15](=[O:30])[C:16]2[CH:21]=[CH:20][C:19]([O:22][CH3:23])=[C:18]([O:24][CH2:25][CH2:26][CH2:27][O:28][CH3:29])[CH:17]=2)[C@H:10]([NH2:34])[CH2:9]1)=O)(C)(C)C.[CH:35]1([CH2:41][S:42](Cl)(=[O:44])=[O:43])[CH2:40][CH2:39][CH2:38][CH2:37][CH2:36]1.CC#N.O.CC#N. Product: [CH:35]1([CH2:41][S:42]([NH:34][C@@H:10]2[CH2:9][NH:8][CH2:12][C@H:11]2[CH2:13][N:14]([CH:31]([CH3:32])[CH3:33])[C:15](=[O:30])[C:16]2[CH:21]=[CH:20][C:19]([O:22][CH3:23])=[C:18]([O:24][CH2:25][CH2:26][CH2:27][O:28][CH3:29])[CH:17]=2)(=[O:44])=[O:43])[CH2:40][CH2:39][CH2:38][CH2:37][CH2:36]1. The catalyst class is: 6.